From a dataset of NCI-60 drug combinations with 297,098 pairs across 59 cell lines. Regression. Given two drug SMILES strings and cell line genomic features, predict the synergy score measuring deviation from expected non-interaction effect. (1) Drug 1: CC1CCC2CC(C(=CC=CC=CC(CC(C(=O)C(C(C(=CC(C(=O)CC(OC(=O)C3CCCCN3C(=O)C(=O)C1(O2)O)C(C)CC4CCC(C(C4)OC)OCCO)C)C)O)OC)C)C)C)OC. Drug 2: CC(C)NC(=O)C1=CC=C(C=C1)CNNC.Cl. Cell line: MDA-MB-435. Synergy scores: CSS=1.71, Synergy_ZIP=0.724, Synergy_Bliss=2.83, Synergy_Loewe=3.70, Synergy_HSA=-0.387. (2) Drug 1: CCCCCOC(=O)NC1=NC(=O)N(C=C1F)C2C(C(C(O2)C)O)O. Drug 2: C1=NC2=C(N=C(N=C2N1C3C(C(C(O3)CO)O)F)Cl)N. Cell line: A549. Synergy scores: CSS=2.31, Synergy_ZIP=-1.50, Synergy_Bliss=-1.49, Synergy_Loewe=-4.51, Synergy_HSA=-1.31. (3) Drug 1: CN(C)N=NC1=C(NC=N1)C(=O)N. Drug 2: CCC1(C2=C(COC1=O)C(=O)N3CC4=CC5=C(C=CC(=C5CN(C)C)O)N=C4C3=C2)O.Cl. Cell line: NCI-H522. Synergy scores: CSS=26.0, Synergy_ZIP=-9.34, Synergy_Bliss=-4.30, Synergy_Loewe=-63.1, Synergy_HSA=-2.38. (4) Drug 1: C1CCN(CC1)CCOC2=CC=C(C=C2)C(=O)C3=C(SC4=C3C=CC(=C4)O)C5=CC=C(C=C5)O. Drug 2: CC1=C2C(C(=O)C3(C(CC4C(C3C(C(C2(C)C)(CC1OC(=O)C(C(C5=CC=CC=C5)NC(=O)C6=CC=CC=C6)O)O)OC(=O)C7=CC=CC=C7)(CO4)OC(=O)C)O)C)OC(=O)C. Cell line: LOX IMVI. Synergy scores: CSS=58.6, Synergy_ZIP=4.53, Synergy_Bliss=1.93, Synergy_Loewe=-43.4, Synergy_HSA=4.45. (5) Drug 2: CCC(=C(C1=CC=CC=C1)C2=CC=C(C=C2)OCCN(C)C)C3=CC=CC=C3.C(C(=O)O)C(CC(=O)O)(C(=O)O)O. Synergy scores: CSS=60.6, Synergy_ZIP=17.8, Synergy_Bliss=17.3, Synergy_Loewe=-12.0, Synergy_HSA=12.5. Cell line: COLO 205. Drug 1: C1=CC(=C2C(=C1NCCNCCO)C(=O)C3=C(C=CC(=C3C2=O)O)O)NCCNCCO. (6) Drug 1: COC1=C(C=C2C(=C1)N=CN=C2NC3=CC(=C(C=C3)F)Cl)OCCCN4CCOCC4. Drug 2: C(CCl)NC(=O)N(CCCl)N=O. Cell line: SR. Synergy scores: CSS=68.5, Synergy_ZIP=2.31, Synergy_Bliss=2.59, Synergy_Loewe=1.32, Synergy_HSA=4.05. (7) Drug 1: C1=CN(C(=O)N=C1N)C2C(C(C(O2)CO)O)O.Cl. Drug 2: C1=NC2=C(N1)C(=S)N=CN2. Cell line: TK-10. Synergy scores: CSS=44.2, Synergy_ZIP=2.10, Synergy_Bliss=2.36, Synergy_Loewe=2.16, Synergy_HSA=5.18. (8) Drug 1: C1=NC2=C(N=C(N=C2N1C3C(C(C(O3)CO)O)O)F)N. Drug 2: CC1=C(C=C(C=C1)C(=O)NC2=CC(=CC(=C2)C(F)(F)F)N3C=C(N=C3)C)NC4=NC=CC(=N4)C5=CN=CC=C5. Cell line: A549. Synergy scores: CSS=-3.46, Synergy_ZIP=1.39, Synergy_Bliss=0.150, Synergy_Loewe=-4.61, Synergy_HSA=-3.75.